From a dataset of Catalyst prediction with 721,799 reactions and 888 catalyst types from USPTO. Predict which catalyst facilitates the given reaction. (1) Reactant: [F:1][C@@H:2]1[C@@H:6]([F:7])[CH:5]=[N:4][CH2:3]1.[C:8]([C:11]1[C:19]2[C:14](=[CH:15][CH:16]=[CH:17][CH:18]=2)[N:13]([CH2:20][C:21]([OH:23])=O)[CH:12]=1)(=[O:10])[CH3:9].[Cl:24][C:25]1[CH:30]=[CH:29][CH:28]=[C:27]([CH2:31][N+:32]#[C-:33])[C:26]=1[F:34].C([O-])(O)=[O:36].[Na+]. Product: [Cl:24][C:25]1[C:26]([F:34])=[C:27]([CH:28]=[CH:29][CH:30]=1)[CH2:31][NH:32][C:33]([C@H:5]1[C@H:6]([F:7])[C@@H:2]([F:1])[CH2:3][N:4]1[C:21](=[O:23])[CH2:20][N:13]1[C:14]2[C:19](=[CH:18][CH:17]=[CH:16][CH:15]=2)[C:11]([C:8](=[O:10])[CH3:9])=[CH:12]1)=[O:36]. The catalyst class is: 5. (2) Reactant: [Cl:1]N1C(=O)CCC1=O.[CH3:9][C:10]([O:13][C:14]([NH:16][C:17]1[CH:18]=[C:19]2[C:23](=[CH:24][CH:25]=1)[NH:22][C:21]([C:26]([O:28][CH2:29][CH3:30])=[O:27])=[CH:20]2)=[O:15])([CH3:12])[CH3:11].CO. Product: [Cl:1][C:20]1[C:19]2[C:23](=[CH:24][CH:25]=[C:17]([NH:16][C:14]([O:13][C:10]([CH3:9])([CH3:11])[CH3:12])=[O:15])[CH:18]=2)[NH:22][C:21]=1[C:26]([O:28][CH2:29][CH3:30])=[O:27]. The catalyst class is: 4.